This data is from NCI-60 drug combinations with 297,098 pairs across 59 cell lines. The task is: Regression. Given two drug SMILES strings and cell line genomic features, predict the synergy score measuring deviation from expected non-interaction effect. (1) Drug 1: C1CCC(C1)C(CC#N)N2C=C(C=N2)C3=C4C=CNC4=NC=N3. Drug 2: CC1=C2C(C(=O)C3(C(CC4C(C3C(C(C2(C)C)(CC1OC(=O)C(C(C5=CC=CC=C5)NC(=O)OC(C)(C)C)O)O)OC(=O)C6=CC=CC=C6)(CO4)OC(=O)C)O)C)O. Cell line: COLO 205. Synergy scores: CSS=70.0, Synergy_ZIP=23.1, Synergy_Bliss=21.9, Synergy_Loewe=-31.7, Synergy_HSA=16.5. (2) Drug 1: C1CN(CCN1C(=O)CCBr)C(=O)CCBr. Drug 2: B(C(CC(C)C)NC(=O)C(CC1=CC=CC=C1)NC(=O)C2=NC=CN=C2)(O)O. Cell line: ACHN. Synergy scores: CSS=63.9, Synergy_ZIP=-4.06, Synergy_Bliss=1.80, Synergy_Loewe=-38.5, Synergy_HSA=-4.07. (3) Drug 1: C1CCC(C1)C(CC#N)N2C=C(C=N2)C3=C4C=CNC4=NC=N3. Drug 2: CC(C)CN1C=NC2=C1C3=CC=CC=C3N=C2N. Cell line: HCT116. Synergy scores: CSS=-7.62, Synergy_ZIP=0.825, Synergy_Bliss=-3.39, Synergy_Loewe=-6.42, Synergy_HSA=-6.30. (4) Drug 1: CCC1=C2CN3C(=CC4=C(C3=O)COC(=O)C4(CC)O)C2=NC5=C1C=C(C=C5)O. Drug 2: CCC1(C2=C(COC1=O)C(=O)N3CC4=CC5=C(C=CC(=C5CN(C)C)O)N=C4C3=C2)O.Cl. Cell line: A549. Synergy scores: CSS=57.3, Synergy_ZIP=2.42, Synergy_Bliss=3.73, Synergy_Loewe=1.13, Synergy_HSA=8.17. (5) Drug 2: CCCCCOC(=O)NC1=NC(=O)N(C=C1F)C2C(C(C(O2)C)O)O. Synergy scores: CSS=-3.08, Synergy_ZIP=1.53, Synergy_Bliss=0.193, Synergy_Loewe=-4.58, Synergy_HSA=-4.39. Cell line: NCI-H522. Drug 1: CC(C)(C#N)C1=CC(=CC(=C1)CN2C=NC=N2)C(C)(C)C#N. (6) Drug 1: C1=CN(C(=O)N=C1N)C2C(C(C(O2)CO)O)O.Cl. Drug 2: CCC1=C2CN3C(=CC4=C(C3=O)COC(=O)C4(CC)O)C2=NC5=C1C=C(C=C5)O. Cell line: NCI/ADR-RES. Synergy scores: CSS=38.5, Synergy_ZIP=0.556, Synergy_Bliss=3.44, Synergy_Loewe=-12.2, Synergy_HSA=5.84.